Dataset: Forward reaction prediction with 1.9M reactions from USPTO patents (1976-2016). Task: Predict the product of the given reaction. (1) Given the reactants [Si]([O:8][C:9]1[CH:10]=[CH:11][C:12]2[O:16][C:15](=[O:17])[N:14]([CH3:18])[C:13]=2[CH:19]=1)(C(C)(C)C)(C)C.[F-].C([N+](CCCC)(CCCC)CCCC)CCC, predict the reaction product. The product is: [OH:8][C:9]1[CH:10]=[CH:11][C:12]2[O:16][C:15](=[O:17])[N:14]([CH3:18])[C:13]=2[CH:19]=1. (2) Given the reactants C[O:2][C:3]([C@H:5]1[CH2:10][CH2:9][C@H:8]([C:11]2[C:15]3[CH:16]=[CH:17][CH:18]=[CH:19][C:14]=3[O:13][N:12]=2)[CH2:7][CH2:6]1)=[O:4].[OH-].[Na+].Cl, predict the reaction product. The product is: [O:13]1[C:14]2[CH:19]=[CH:18][CH:17]=[CH:16][C:15]=2[C:11]([C@H:8]2[CH2:7][CH2:6][C@H:5]([C:3]([OH:4])=[O:2])[CH2:10][CH2:9]2)=[N:12]1. (3) Given the reactants [C:1]([O:5][C:6]([N:8]1[CH2:13][CH2:12][CH:11]([C:14]2[C:23]3[C:18](=[CH:19][C:20](F)=[CH:21][CH:22]=3)[N:17]=[CH:16][N:15]=2)[CH2:10][CH2:9]1)=[O:7])([CH3:4])([CH3:3])[CH3:2].Cl.C(O[C:34](=[O:39])[NH:35][CH2:36][CH2:37][NH2:38])C1C=CC=CC=1.C([O-])([O-])=O.[K+].[K+], predict the reaction product. The product is: [C:1]([O:5][C:6]([N:8]1[CH2:13][CH2:12][CH:11]([C:14]2[C:23]3[C:18](=[CH:19][C:20]([N:38]4[CH2:37][CH2:36][NH:35][C:34]4=[O:39])=[CH:21][CH:22]=3)[N:17]=[CH:16][N:15]=2)[CH2:10][CH2:9]1)=[O:7])([CH3:4])([CH3:3])[CH3:2]. (4) The product is: [F:25][C:22]1[CH:23]=[C:24]2[C:19](=[CH:20][CH:21]=1)[NH:18][CH:17]=[C:16]2[CH2:15][CH2:14][CH2:13][CH2:12][N:37]1[CH2:38][CH2:39][N:34]([C:29]2[S:30][C:31]([C:32]#[N:33])=[C:27]([CH3:26])[N:28]=2)[CH2:35][CH2:36]1. Given the reactants CC1C=CC(S(O[CH2:12][CH2:13][CH2:14][CH2:15][C:16]2[C:24]3[C:19](=[CH:20][CH:21]=[C:22]([F:25])[CH:23]=3)[NH:18][CH:17]=2)(=O)=O)=CC=1.[CH3:26][C:27]1[N:28]=[C:29]([N:34]2[CH2:39][CH2:38][NH:37][CH2:36][CH2:35]2)[S:30][C:31]=1[C:32]#[N:33].C(=O)([O-])[O-].[K+].[K+].[I-].[K+], predict the reaction product. (5) Given the reactants [Cl:1][C:2]1[N:7]=[CH:6][C:5]([C:8]2[CH:9]=[N:10][CH:11]=[C:12]([O:14][CH3:15])[CH:13]=2)=[C:4]([NH2:16])[CH:3]=1.[H-].[Na+].Cl[C:20]1[C:29]2[C:24](=[CH:25][C:26]([F:31])=[CH:27][C:28]=2[F:30])[N:23]=[C:22]([N:32]2[CH2:36][CH2:35][CH2:34][C:33]2=[O:37])[C:21]=1[CH3:38].O, predict the reaction product. The product is: [Cl:1][C:2]1[N:7]=[CH:6][C:5]([C:8]2[CH:9]=[N:10][CH:11]=[C:12]([O:14][CH3:15])[CH:13]=2)=[C:4]([NH:16][C:20]2[C:29]3[C:24](=[CH:25][C:26]([F:31])=[CH:27][C:28]=3[F:30])[N:23]=[C:22]([N:32]3[CH2:36][CH2:35][CH2:34][C:33]3=[O:37])[C:21]=2[CH3:38])[CH:3]=1.